This data is from Catalyst prediction with 721,799 reactions and 888 catalyst types from USPTO. The task is: Predict which catalyst facilitates the given reaction. (1) Reactant: [O:1]=[C:2]([NH:14][C:15]1[CH:20]=[CH:19][CH:18]=[C:17]([C:21]([F:24])([F:23])[F:22])[CH:16]=1)[CH2:3][C:4]([O:6][CH2:7][C:8]1[CH:13]=[CH:12][CH:11]=[CH:10][CH:9]=1)=[O:5].[C:25]([C:28]([C:38](=[O:40])[CH3:39])=[CH:29][C:30]1[CH:37]=[CH:36][C:33]([C:34]#[N:35])=[CH:32][CH:31]=1)(=[O:27])[CH3:26].[F-].C([N+](CCCC)(CCCC)CCCC)CCC. Product: [C:25]([CH:28]([C:38](=[O:40])[CH3:39])[CH:29]([C:30]1[CH:37]=[CH:36][C:33]([C:34]#[N:35])=[CH:32][CH:31]=1)[CH:3]([C:2]([NH:14][C:15]1[CH:20]=[CH:19][CH:18]=[C:17]([C:21]([F:22])([F:23])[F:24])[CH:16]=1)=[O:1])[C:4]([O:6][CH2:7][C:8]1[CH:9]=[CH:10][CH:11]=[CH:12][CH:13]=1)=[O:5])(=[O:27])[CH3:26]. The catalyst class is: 7. (2) Reactant: Br[CH2:2][C:3]([C:5]1[CH:10]=[CH:9][C:8]([O:11][CH3:12])=[C:7]([O:13][CH3:14])[CH:6]=1)=O.[NH2:15][C:16]([NH2:18])=[S:17]. Product: [CH3:14][O:13][C:7]1[CH:6]=[C:5]([C:3]2[N:15]=[C:16]([NH2:18])[S:17][CH:2]=2)[CH:10]=[CH:9][C:8]=1[O:11][CH3:12]. The catalyst class is: 14. (3) Reactant: [Cl-].O[NH3+:3].[C:4](=[O:7])([O-])[OH:5].[Na+].CS(C)=O.[CH3:13][O:14][C:15]1[CH:16]=[C:17]([CH:46]=[CH:47][C:48]=1[O:49][CH3:50])[O:18][C:19]1[C:24](=[O:25])[N:23]([CH2:26][C:27]2[CH:32]=[CH:31][C:30]([C:33]3[C:34]([C:39]#[N:40])=[CH:35][CH:36]=[CH:37][CH:38]=3)=[CH:29][CH:28]=2)[C:22]([CH2:41][CH2:42][CH3:43])=[N:21][C:20]=1[CH2:44][CH3:45]. Product: [CH3:13][O:14][C:15]1[CH:16]=[C:17]([CH:46]=[CH:47][C:48]=1[O:49][CH3:50])[O:18][C:19]1[C:24](=[O:25])[N:23]([CH2:26][C:27]2[CH:28]=[CH:29][C:30]([C:33]3[CH:38]=[CH:37][CH:36]=[CH:35][C:34]=3[C:39]3[NH:3][C:4](=[O:7])[O:5][N:40]=3)=[CH:31][CH:32]=2)[C:22]([CH2:41][CH2:42][CH3:43])=[N:21][C:20]=1[CH2:44][CH3:45]. The catalyst class is: 13. (4) Reactant: [CH3:1][C:2]([CH3:13])([CH2:8][CH2:9][CH2:10][CH2:11][CH3:12])[C:3](=O)[C:4]([OH:6])=[O:5].[CH3:14][NH2:15]. Product: [CH3:1][C:2]([CH3:13])([CH2:8][CH2:9][CH2:10][CH2:11][CH3:12])[CH:3]([NH:15][CH3:14])[C:4]([OH:6])=[O:5]. The catalyst class is: 7. (5) Reactant: [CH3:1][C:2]1([CH3:9])[O:7][CH2:6][CH:5]([OH:8])[CH2:4][O:3]1.O[N:11]1[C:15](=[O:16])[C:14]2=[CH:17][CH:18]=[CH:19][CH:20]=[C:13]2[C:12]1=[O:21].C1(P(C2C=CC=CC=2)C2C=CC=CC=2)C=CC=CC=1.N(C(OCC)=O)=NC(OCC)=O. Product: [CH3:1][C:2]1([CH3:9])[O:7][CH2:6][CH:5]([O:8][N:11]2[C:15](=[O:16])[C:14]3[C:13](=[CH:20][CH:19]=[CH:18][CH:17]=3)[C:12]2=[O:21])[CH2:4][O:3]1. The catalyst class is: 7. (6) Reactant: P(=O)(O)(O)O.CC(C)CC(=O)C.[NH2:13][C:14]1[CH:18]=[CH:17][S:16][C:15]=1/[C:19](=[CH:21]/[CH:22]([CH3:24])[CH3:23])/[CH3:20].NC1C=CSC=1/C(=C\C(C)C)/C. Product: [NH2:13][C:14]1[CH:18]=[CH:17][S:16][C:15]=1[C:19]([CH2:21][CH:22]([CH3:24])[CH3:23])=[CH2:20]. The catalyst class is: 6. (7) Reactant: [C:1]12([CH2:11][O:12][C:13]3[C:25](/[CH:26]=[CH:27]/[CH3:28])=[CH:24][C:16]([C:17]([O:19]C(C)(C)C)=[O:18])=[C:15]([F:29])[CH:14]=3)[CH2:10][CH:5]3[CH2:6][CH:7]([CH2:9][CH:3]([CH2:4]3)[CH2:2]1)[CH2:8]2.FC(F)(F)C(O)=O. Product: [C:1]12([CH2:11][O:12][C:13]3[C:25](/[CH:26]=[CH:27]/[CH3:28])=[CH:24][C:16]([C:17]([OH:19])=[O:18])=[C:15]([F:29])[CH:14]=3)[CH2:8][CH:7]3[CH2:6][CH:5]([CH2:4][CH:3]([CH2:9]3)[CH2:2]1)[CH2:10]2. The catalyst class is: 4.